This data is from Forward reaction prediction with 1.9M reactions from USPTO patents (1976-2016). The task is: Predict the product of the given reaction. Given the reactants Br.[Br:2][CH2:3][CH2:4][NH2:5].CO.[C:8](O[C:8]([O:10][C:11]([CH3:14])([CH3:13])[CH3:12])=[O:9])([O:10][C:11]([CH3:14])([CH3:13])[CH3:12])=[O:9].[OH-].[Na+], predict the reaction product. The product is: [Br:2][CH2:3][CH2:4][NH:5][C:8](=[O:9])[O:10][C:11]([CH3:14])([CH3:13])[CH3:12].